This data is from Full USPTO retrosynthesis dataset with 1.9M reactions from patents (1976-2016). The task is: Predict the reactants needed to synthesize the given product. (1) The reactants are: [Br:1][C:2]1[CH:7]=[CH:6][C:5]([OH:8])=[CH:4][CH:3]=1.[OH-].[Na+].[Cl:11][C:12]1[N:17]=[C:16](Cl)[CH:15]=[CH:14][N:13]=1. Given the product [Br:1][C:2]1[CH:7]=[CH:6][C:5]([O:8][C:14]2[CH:15]=[CH:16][N:17]=[C:12]([Cl:11])[N:13]=2)=[CH:4][CH:3]=1, predict the reactants needed to synthesize it. (2) Given the product [Br:7][C:8]1[CH:13]=[CH:12][C:11]([O:14][CH2:18][CH2:19][N:20]2[CH2:25][CH2:24][CH2:23][CH2:22][CH2:21]2)=[C:10]([F:15])[CH:9]=1, predict the reactants needed to synthesize it. The reactants are: C(=O)([O-])[O-].[K+].[K+].[Br:7][C:8]1[CH:13]=[CH:12][C:11]([OH:14])=[C:10]([F:15])[CH:9]=1.Cl.Cl[CH2:18][CH2:19][N:20]1[CH2:25][CH2:24][CH2:23][CH2:22][CH2:21]1. (3) Given the product [CH:8]([C@:11]1([C:17]([N:19]2[CH2:28][CH2:27][C:26]3[C:21](=[CH:22][C:23]([C:29]([F:32])([F:30])[F:31])=[CH:24][CH:25]=3)[CH2:20]2)=[O:18])[CH2:15][CH2:14][C@@H:13]([NH:16][CH:37]2[CH2:38][CH2:39][C:34]([C:41]3[S:42][C:43]([CH3:46])=[CH:44][N:45]=3)([OH:33])[CH2:35][CH2:36]2)[CH2:12]1)([CH3:10])[CH3:9], predict the reactants needed to synthesize it. The reactants are: OC(C(F)(F)F)=O.[CH:8]([C@:11]1([C:17]([N:19]2[CH2:28][CH2:27][C:26]3[C:21](=[CH:22][C:23]([C:29]([F:32])([F:31])[F:30])=[CH:24][CH:25]=3)[CH2:20]2)=[O:18])[CH2:15][CH2:14][C@@H:13]([NH2:16])[CH2:12]1)([CH3:10])[CH3:9].[OH:33][C:34]1([C:41]2[S:42][C:43]([CH3:46])=[CH:44][N:45]=2)[CH2:39][CH2:38][C:37](=O)[CH2:36][CH2:35]1.C(N(CC)CC)C.C(O[BH-](OC(=O)C)OC(=O)C)(=O)C.[Na+].